From a dataset of Forward reaction prediction with 1.9M reactions from USPTO patents (1976-2016). Predict the product of the given reaction. Given the reactants CC1C=CC(C([O:8][C@H:9]2[C:13]([Cl:15])([Cl:14])[CH:12]([N:16]3[CH:21]=[CH:20][C:19]([NH2:22])=[N:18][C:17]3=[O:23])[O:11][C@@H:10]2[CH2:24][O:25]C(=O)C2C=CC(C)=CC=2)=O)=CC=1.CO, predict the reaction product. The product is: [NH2:22][C:19]1[CH:20]=[CH:21][N:16]([C@H:12]2[C:13]([Cl:15])([Cl:14])[C@H:9]([OH:8])[C@@H:10]([CH2:24][OH:25])[O:11]2)[C:17](=[O:23])[N:18]=1.